From a dataset of Full USPTO retrosynthesis dataset with 1.9M reactions from patents (1976-2016). Predict the reactants needed to synthesize the given product. (1) Given the product [Cl:1][C:2]1[CH:3]=[N:4][C:5]([N:11]2[CH2:12][CH:13]([CH2:15][O:16][C:17]3[CH:18]=[CH:19][C:20]([F:23])=[CH:21][CH:22]=3)[CH2:14]2)=[C:6]([CH:10]=1)[C:7]([NH:50][C:51]1([C:54]2[CH:63]=[CH:62][C:57]([C:58]([O:60][CH3:61])=[O:59])=[CH:56][CH:55]=2)[CH2:53][CH2:52]1)=[O:8], predict the reactants needed to synthesize it. The reactants are: [Cl:1][C:2]1[CH:3]=[N:4][C:5]([N:11]2[CH2:14][CH:13]([CH2:15][O:16][C:17]3[CH:22]=[CH:21][C:20]([F:23])=[CH:19][CH:18]=3)[CH2:12]2)=[C:6]([CH:10]=1)[C:7](O)=[O:8].F[P-](F)(F)(F)(F)F.ClC1C=CC2N=NN(OC(N(C)C)=[N+](C)C)C=2C=1.Cl.[NH2:50][C:51]1([C:54]2[CH:63]=[CH:62][C:57]([C:58]([O:60][CH3:61])=[O:59])=[CH:56][CH:55]=2)[CH2:53][CH2:52]1. (2) Given the product [O:26]1[C:35]2[CH:34]=[C:33]([CH2:36][NH:1][CH:2]3[CH2:11][C:10]4[N:9]=[CH:8][C:7]([N:12]5[C:17](=[O:18])[CH:16]=[N:15][C:14]6[N:19]=[CH:20][C:21]([O:23][CH3:24])=[CH:22][C:13]5=6)=[CH:6][C:5]=4[CH2:4][CH2:3]3)[N:32]=[CH:31][C:30]=2[O:29][CH2:28][CH2:27]1, predict the reactants needed to synthesize it. The reactants are: [NH2:1][CH:2]1[CH2:11][C:10]2[N:9]=[CH:8][C:7]([N:12]3[C:17](=[O:18])[CH:16]=[N:15][C:14]4[N:19]=[CH:20][C:21]([O:23][CH3:24])=[CH:22][C:13]3=4)=[CH:6][C:5]=2[CH2:4][CH2:3]1.N.[O:26]1[C:35]2[CH:34]=[C:33]([CH:36]=O)[N:32]=[CH:31][C:30]=2[O:29][CH2:28][CH2:27]1.C(O[BH-](OC(=O)C)OC(=O)C)(=O)C.[Na+].C(=O)(O)[O-].[Na+].